This data is from Reaction yield outcomes from USPTO patents with 853,638 reactions. The task is: Predict the reaction yield, written as a fraction of the theoretical maximum amount of product (1.0 means a 100% yield; for example, 0.34 means a 34% yield). (1) The reactants are Br[C:2]1[CH:7]=[CH:6][C:5](/[N:8]=N/N2CCCC2)=[CH:4][CH:3]=1.[Li]C(CC)C.[CH3:20][C:21]([CH3:23])=[O:22]. The catalyst is CCOCC. The product is [NH2:8][C:5]1[CH:4]=[CH:3][C:2]([C:21]([OH:22])([CH3:23])[CH3:20])=[CH:7][CH:6]=1. The yield is 0.559. (2) The reactants are Br[C:2]1[CH:3]=[N:4][C:5]([NH2:8])=[N:6][CH:7]=1.[C:9]([O:17][C:18]1[CH:23]=[CH:22][CH:21]=[C:20]([CH:24]=[CH2:25])[CH:19]=1)(=[O:16])[C:10]1[CH:15]=[CH:14][CH:13]=[CH:12][CH:11]=1.C1C=CC(P(C2C=CC=CC=2)C2C=CC=CC=2)=CC=1.C([O-])(O)=O.[Na+]. The catalyst is CN(C=O)C.CC([O-])=O.CC([O-])=O.[Pd+2]. The product is [C:9]([O:17][C:18]1[CH:23]=[CH:22][CH:21]=[C:20](/[CH:24]=[CH:25]/[C:2]2[CH:3]=[N:4][C:5]([NH2:8])=[N:6][CH:7]=2)[CH:19]=1)(=[O:16])[C:10]1[CH:11]=[CH:12][CH:13]=[CH:14][CH:15]=1. The yield is 0.640. (3) The reactants are [C:1]([C:4]1[CH:9]=[CH:8][CH:7]=[CH:6][C:5]=1[S:10][C:11]1[CH:19]=[CH:18][C:14]([C:15]([OH:17])=[O:16])=[CH:13][C:12]=1[N+:20]([O-])=O)([OH:3])=[O:2]. The catalyst is CO.[Pt](=O)=O.[Pd]. The product is [NH2:20][C:12]1[CH:13]=[C:14]([CH:18]=[CH:19][C:11]=1[S:10][C:5]1[CH:6]=[CH:7][CH:8]=[CH:9][C:4]=1[C:1]([OH:3])=[O:2])[C:15]([OH:17])=[O:16]. The yield is 0.990. (4) The yield is 0.920. The reactants are [C:1]([O:5][C:6]([N:8]1[CH2:12][CH2:11][C@H:10]([CH:13](C(O)=O)[C:14]([OH:16])=[O:15])[CH2:9]1)=[O:7])([CH3:4])([CH3:3])[CH3:2]. The product is [C:1]([O:5][C:6]([N:8]1[CH2:12][CH2:11][C@H:10]([CH2:13][C:14]([OH:16])=[O:15])[CH2:9]1)=[O:7])([CH3:4])([CH3:2])[CH3:3]. The catalyst is C1(C)C=CC=CC=1.CS(C)=O.CC(OC)(C)C. (5) The reactants are [OH:1][C:2]1[CH:7]=[C:6]([O:8][CH2:9][O:10][CH3:11])[CH:5]=[CH:4][C:3]=1[C:12]1[C:13]([CH2:25][OH:26])=[C:14]2[C:19](=[CH:20][CH:21]=1)[NH:18][C:17]([CH3:23])([CH3:22])[CH:16]=[C:15]2[CH3:24].CI.[C:29](=O)([O-])[O-].[K+].[K+]. The catalyst is CN(C)C=O.C(OCC)(=O)C.C(OCC)C. The product is [OH:26][CH2:25][C:13]1[C:12]([C:3]2[CH:4]=[CH:5][C:6]([O:8][CH2:9][O:10][CH3:11])=[CH:7][C:2]=2[O:1][CH3:29])=[CH:21][CH:20]=[C:19]2[C:14]=1[C:15]([CH3:24])=[CH:16][C:17]([CH3:23])([CH3:22])[NH:18]2. The yield is 0.660. (6) The reactants are C1(C)C=CC(S(Cl)(=O)=O)=CC=1.[NH2:12][C:13]1[C:14]([C:20]([NH:22][NH:23][C:24](=[O:29])[C:25]([CH3:28])([CH3:27])[CH3:26])=O)=[N:15][C:16]([Br:19])=[CH:17][N:18]=1.C(N(CC)C(C)C)(C)C. The catalyst is C(#N)C. The product is [Br:19][C:16]1[N:15]=[C:14]([C:20]2[O:29][C:24]([C:25]([CH3:26])([CH3:27])[CH3:28])=[N:23][N:22]=2)[C:13]([NH2:12])=[N:18][CH:17]=1. The yield is 0.870. (7) The reactants are [CH3:1][O:2][C:3](=[O:29])[CH:4]([CH2:24][CH:25]=[CH:26][CH2:27]Br)[CH2:5][C:6]([CH3:23])=[CH:7][CH2:8][C:9]1[C:10]([OH:22])=[C:11]2[C:15](=[C:16]([CH3:20])[C:17]=1[O:18][CH3:19])[CH2:14][O:13][C:12]2=[O:21].[CH3:30][O:31][P:32]([O:35]C)[O:33][CH3:34]. No catalyst specified. The product is [CH3:1][O:2][C:3](=[O:29])[CH:4]([CH2:24][CH:25]=[CH:26][CH2:27][P:32]([O:33][CH3:34])([O:31][CH3:30])=[O:35])[CH2:5][C:6]([CH3:23])=[CH:7][CH2:8][C:9]1[C:10]([OH:22])=[C:11]2[C:15](=[C:16]([CH3:20])[C:17]=1[O:18][CH3:19])[CH2:14][O:13][C:12]2=[O:21]. The yield is 0.880. (8) The reactants are [Br:1][C:2]1[CH:3]=[C:4]2[CH2:10][C:9](=[O:11])[NH:8][C:5]2=[N:6][CH:7]=1.[NH:12]1[C:20]2[C:15](=[CH:16][CH:17]=[C:18]([CH:21]=O)[CH:19]=2)[CH:14]=[N:13]1. No catalyst specified. The product is [NH:12]1[C:20]2[C:15](=[CH:16][CH:17]=[C:18]([CH:21]=[C:10]3[C:4]4[C:5](=[N:6][CH:7]=[C:2]([Br:1])[CH:3]=4)[NH:8][C:9]3=[O:11])[CH:19]=2)[CH:14]=[N:13]1. The yield is 0.950. (9) The reactants are [C:1]1([CH2:7][CH2:8][CH2:9][C:10]([OH:12])=O)[CH:6]=[CH:5][CH:4]=[CH:3][CH:2]=1.C1C=CC2N(O)N=NC=2C=1.CN(C(ON1N=NC2C=CC=CC1=2)=[N+](C)C)C.F[P-](F)(F)(F)(F)F.C(N(CC)CC)C.Cl.[C:55]([C:58]1([C:64]2[CH:69]=[CH:68][CH:67]=[CH:66][CH:65]=2)[CH2:63][CH2:62][NH:61][CH2:60][CH2:59]1)(=[O:57])[CH3:56]. The catalyst is CN(C=O)C.C(OCC)(=O)C. The product is [C:55]([C:58]1([C:64]2[CH:69]=[CH:68][CH:67]=[CH:66][CH:65]=2)[CH2:59][CH2:60][N:61]([C:10](=[O:12])[CH2:9][CH2:8][CH2:7][C:1]2[CH:2]=[CH:3][CH:4]=[CH:5][CH:6]=2)[CH2:62][CH2:63]1)(=[O:57])[CH3:56]. The yield is 0.930. (10) The reactants are C[O:2][C:3](=[O:15])[C:4]([C:7]1[CH:12]=[C:11]([Cl:13])[CH:10]=[C:9]([Cl:14])[CH:8]=1)([CH3:6])[CH3:5].O. The catalyst is C(O)C. The product is [Cl:13][C:11]1[CH:12]=[C:7]([C:4]([CH3:6])([CH3:5])[C:3]([OH:15])=[O:2])[CH:8]=[C:9]([Cl:14])[CH:10]=1. The yield is 0.970.